Dataset: Catalyst prediction with 721,799 reactions and 888 catalyst types from USPTO. Task: Predict which catalyst facilitates the given reaction. (1) Reactant: [Br:1][C:2]1[CH:3]=[CH:4][C:5]2[C:11]3[S:12][C:13]([C:15]([N:17]([C:19]4[CH:20]=[C:21]([CH:25]=[CH:26][C:27]=4[Cl:28])[C:22](O)=[O:23])[CH3:18])=[O:16])=[CH:14][C:10]=3[CH2:9][CH2:8][O:7][C:6]=2[CH:29]=1.CCN=C=NCCCN(C)C.C1C=CC2N(O)N=NC=2C=1.CCN(C(C)C)C(C)C.[CH3:60][NH:61][CH2:62][CH2:63][OH:64]. Product: [Br:1][C:2]1[CH:3]=[CH:4][C:5]2[C:11]3[S:12][C:13]([C:15]([N:17]([C:19]4[CH:20]=[C:21]([C:22](=[O:23])[N:61]([CH2:62][CH2:63][OH:64])[CH3:60])[CH:25]=[CH:26][C:27]=4[Cl:28])[CH3:18])=[O:16])=[CH:14][C:10]=3[CH2:9][CH2:8][O:7][C:6]=2[CH:29]=1. The catalyst class is: 20. (2) Reactant: [Br:1][C:2]1[CH:3]=[C:4]([CH:7]=[O:8])[S:5][CH:6]=1.[CH2:9]([C:11]1[CH:16]=[CH:15][C:14]([Mg]Br)=[CH:13][CH:12]=1)[CH3:10].[Cl-].[NH4+]. Product: [Br:1][C:2]1[CH:3]=[C:4]([CH:7]([C:14]2[CH:15]=[CH:16][C:11]([CH2:9][CH3:10])=[CH:12][CH:13]=2)[OH:8])[S:5][CH:6]=1. The catalyst class is: 7. (3) Reactant: [Br:1][CH2:2][C:3]1[CH:11]=[CH:10][C:6]([C:7]([OH:9])=[O:8])=[CH:5][CH:4]=1.[F:12][C:13]1[C:18](O)=[C:17]([F:20])[C:16]([F:21])=[C:15]([F:22])[C:14]=1[F:23].C1(N=C=NC2CCCCC2)CCCCC1. Product: [Br:1][CH2:2][C:3]1[CH:11]=[CH:10][C:6]([C:7]([O:9][C:18]2[C:17]([F:20])=[C:16]([F:21])[C:15]([F:22])=[C:14]([F:23])[C:13]=2[F:12])=[O:8])=[CH:5][CH:4]=1. The catalyst class is: 329. (4) Reactant: [CH3:1][N:2]1[C:7]2[N:8]=[CH:9][C:10]([O:12][C:13]3[CH:18]=[CH:17][CH:16]=[C:15]([O:19][C:20]([F:23])([F:22])[F:21])[CH:14]=3)=[CH:11][C:6]=2[C:5](=[O:24])[N:4]([CH2:25][CH2:26][CH2:27][O:28][CH:29]2[CH2:34][CH2:33][CH2:32][CH2:31][O:30]2)[C:3]1=[O:35].[Li+].CC([N-]C(C)C)C.[F:44][C:45]([F:55])([F:54])[C:46]1[CH:53]=[CH:52][C:49]([CH:50]=[O:51])=[CH:48][N:47]=1. Product: [OH:51][CH:50]([C:49]1[CH:48]=[N:47][C:46]([C:45]([F:55])([F:44])[F:54])=[CH:53][CH:52]=1)[C:11]1[C:6]2[C:5](=[O:24])[N:4]([CH2:25][CH2:26][CH2:27][O:28][CH:29]3[CH2:34][CH2:33][CH2:32][CH2:31][O:30]3)[C:3](=[O:35])[N:2]([CH3:1])[C:7]=2[N:8]=[CH:9][C:10]=1[O:12][C:13]1[CH:18]=[CH:17][CH:16]=[C:15]([O:19][C:20]([F:21])([F:22])[F:23])[CH:14]=1. The catalyst class is: 677.